This data is from Full USPTO retrosynthesis dataset with 1.9M reactions from patents (1976-2016). The task is: Predict the reactants needed to synthesize the given product. Given the product [C:1]([C:3]1[CH:4]=[C:5]([N:9]([CH2:14][C:15]2[CH:20]=[CH:19][C:18]([I:35])=[CH:17][CH:16]=2)[C:10](=[O:13])[CH2:11][CH3:12])[CH:6]=[CH:7][CH:8]=1)#[N:2], predict the reactants needed to synthesize it. The reactants are: [C:1]([C:3]1[CH:4]=[C:5]([N:9]([CH2:14][C:15]2[CH:20]=[CH:19][CH:18]=[C:17](I)[CH:16]=2)[C:10](=[O:13])[CH2:11][CH3:12])[CH:6]=[CH:7][CH:8]=1)#[N:2].C(C1C=C(NC(=O)CC)C=CC=1)#N.[I:35]C1C=CC(CBr)=CC=1.